From a dataset of Reaction yield outcomes from USPTO patents with 853,638 reactions. Predict the reaction yield, written as a fraction of the theoretical maximum amount of product (1.0 means a 100% yield; for example, 0.34 means a 34% yield). The reactants are Cl.[N:2]1[CH:7]=[CH:6][CH:5]=[CH:4][C:3]=1[N:8]([CH2:32][CH2:33][C:34]([O:36][CH3:37])=[O:35])[C:9]([C:11]1[CH:31]=[CH:30][C:14]2[N:15]([CH3:29])[C:16]([CH2:18][NH:19][C:20]3[CH:25]=[CH:24][C:23]([C:26](=[NH:28])[NH2:27])=[CH:22][CH:21]=3)=[N:17][C:13]=2[CH:12]=1)=[O:10].[C:38](Cl)(=[O:45])[C:39]1[CH:44]=[CH:43][CH:42]=[CH:41][CH:40]=1. The catalyst is ClCCl.CO. The product is [N:2]1[CH:7]=[CH:6][CH:5]=[CH:4][C:3]=1[N:8]([CH2:32][CH2:33][C:34]([O:36][CH3:37])=[O:35])[C:9]([C:11]1[CH:31]=[CH:30][C:14]2[N:15]([CH3:29])[C:16]([CH2:18][NH:19][C:20]3[CH:25]=[CH:24][C:23]([C:26](=[NH:27])[NH:28][C:38](=[O:45])[C:39]4[CH:44]=[CH:43][CH:42]=[CH:41][CH:40]=4)=[CH:22][CH:21]=3)=[N:17][C:13]=2[CH:12]=1)=[O:10]. The yield is 0.620.